From a dataset of Forward reaction prediction with 1.9M reactions from USPTO patents (1976-2016). Predict the product of the given reaction. Given the reactants Cl[S:2]([C:5]1[CH:10]=[CH:9][C:8]([N:11]([CH3:18])[CH2:12][C:13]([O:15][CH2:16][CH3:17])=[O:14])=[CH:7][CH:6]=1)(=[O:4])=[O:3].C(N(CC)CC)C.[CH3:26][C:27]1([CH3:46])[C:35]2[C:30](=[CH:31][CH:32]=[C:33]([C:36]3[CH:41]=[CH:40][C:39]([C:42]([F:45])([F:44])[F:43])=[CH:38][CH:37]=3)[CH:34]=2)[NH:29][CH2:28]1.O, predict the reaction product. The product is: [CH3:26][C:27]1([CH3:46])[C:35]2[C:30](=[CH:31][CH:32]=[C:33]([C:36]3[CH:41]=[CH:40][C:39]([C:42]([F:45])([F:43])[F:44])=[CH:38][CH:37]=3)[CH:34]=2)[N:29]([S:2]([C:5]2[CH:10]=[CH:9][C:8]([N:11]([CH3:18])[CH2:12][C:13]([O:15][CH2:16][CH3:17])=[O:14])=[CH:7][CH:6]=2)(=[O:4])=[O:3])[CH2:28]1.